This data is from NCI-60 drug combinations with 297,098 pairs across 59 cell lines. The task is: Regression. Given two drug SMILES strings and cell line genomic features, predict the synergy score measuring deviation from expected non-interaction effect. (1) Drug 1: CC1=C(C=C(C=C1)C(=O)NC2=CC(=CC(=C2)C(F)(F)F)N3C=C(N=C3)C)NC4=NC=CC(=N4)C5=CN=CC=C5. Drug 2: CS(=O)(=O)CCNCC1=CC=C(O1)C2=CC3=C(C=C2)N=CN=C3NC4=CC(=C(C=C4)OCC5=CC(=CC=C5)F)Cl. Cell line: 786-0. Synergy scores: CSS=-0.459, Synergy_ZIP=0.918, Synergy_Bliss=2.50, Synergy_Loewe=-9.10, Synergy_HSA=-7.99. (2) Drug 1: C1CCC(C1)C(CC#N)N2C=C(C=N2)C3=C4C=CNC4=NC=N3. Drug 2: C1CCC(CC1)NC(=O)N(CCCl)N=O. Cell line: SK-MEL-2. Synergy scores: CSS=28.9, Synergy_ZIP=12.2, Synergy_Bliss=9.29, Synergy_Loewe=3.31, Synergy_HSA=3.91.